From a dataset of Reaction yield outcomes from USPTO patents with 853,638 reactions. Predict the reaction yield, written as a fraction of the theoretical maximum amount of product (1.0 means a 100% yield; for example, 0.34 means a 34% yield). (1) The reactants are C([O:8][C:9]1[CH:10]=[N:11][C:12]2[C:17]([CH:18]=1)=[CH:16][C:15]([C:19]([F:37])([F:36])[C:20]1[N:24]3[CH:25]=[C:26]([C:30]4[CH:31]=[N:32][N:33]([CH3:35])[CH:34]=4)[CH:27]=[C:28]([F:29])[C:23]3=[N:22][N:21]=1)=[CH:14][CH:13]=2)C1C=CC=CC=1.FC(F)(F)C(O)=O.C(Cl)Cl. The catalyst is CO. The product is [F:37][C:19]([F:36])([C:20]1[N:24]2[CH:25]=[C:26]([C:30]3[CH:31]=[N:32][N:33]([CH3:35])[CH:34]=3)[CH:27]=[C:28]([F:29])[C:23]2=[N:22][N:21]=1)[C:15]1[CH:16]=[C:17]2[C:12](=[CH:13][CH:14]=1)[N:11]=[CH:10][C:9]([OH:8])=[CH:18]2. The yield is 0.440. (2) The reactants are [CH2:1]([N:8]1[CH2:13][CH2:12][C:11](=[N:14]O)[CH2:10][CH2:9]1)[C:2]1[CH:7]=[CH:6][CH:5]=[CH:4][CH:3]=1.[OH-].[Na+].C1(S(Cl)(=O)=[O:25])C=CC=CC=1. The catalyst is CC(C)=O.C(#N)C. The product is [CH2:1]([N:8]1[CH2:9][CH2:10][C:11](=[O:25])[NH:14][CH2:12][CH2:13]1)[C:2]1[CH:3]=[CH:4][CH:5]=[CH:6][CH:7]=1. The yield is 0.300. (3) The reactants are [F:1][C:2]1[CH:3]=[CH:4][C:5]([C:8]2[C:12](/[CH:13]=[CH:14]/[C:15]3[S:16][C:17]([C:20]([OH:22])=O)=[CH:18][N:19]=3)=[C:11]([CH3:23])[O:10][N:9]=2)=[N:6][CH:7]=1.[CH2:24]([NH2:26])[CH3:25]. No catalyst specified. The product is [CH2:24]([NH:26][C:20]([C:17]1[S:16][C:15](/[CH:14]=[CH:13]/[C:12]2[C:8]([C:5]3[CH:4]=[CH:3][C:2]([F:1])=[CH:7][N:6]=3)=[N:9][O:10][C:11]=2[CH3:23])=[N:19][CH:18]=1)=[O:22])[CH3:25]. The yield is 0.780. (4) The reactants are [C:1]([NH:4][NH2:5])(N)=[NH:2].Cl.[CH:7]1([C:10]2[C:19]3[C:14](=[CH:15][CH:16]=[CH:17][CH:18]=3)[C:13]([N:20]=[C:21]=[S:22])=[CH:12][CH:11]=2)[CH2:9][CH2:8]1.C(N(C(C)C)CC)(C)C. The catalyst is CN(C=O)C. The product is [NH2:2][C:1]1[N:20]([C:13]2[C:14]3[C:19](=[CH:18][CH:17]=[CH:16][CH:15]=3)[C:10]([CH:7]3[CH2:9][CH2:8]3)=[CH:11][CH:12]=2)[C:21]([SH:22])=[N:5][N:4]=1. The yield is 0.490. (5) The catalyst is O1CCOCC1. The product is [ClH:32].[C:1]1([S:7]([N:10]2[C:18]3[C:13](=[C:14]([N:19]4[CH2:24][CH2:23][NH:22][CH2:21][CH2:20]4)[CH:15]=[CH:16][CH:17]=3)[CH:12]=[CH:11]2)(=[O:9])=[O:8])[CH:2]=[CH:3][CH:4]=[CH:5][CH:6]=1. The reactants are [C:1]1([S:7]([N:10]2[C:18]3[C:13](=[C:14]([N:19]4[CH2:24][CH2:23][N:22](C(OC(C)(C)C)=O)[CH2:21][CH2:20]4)[CH:15]=[CH:16][CH:17]=3)[CH:12]=[CH:11]2)(=[O:9])=[O:8])[CH:6]=[CH:5][CH:4]=[CH:3][CH:2]=1.[ClH:32]. The yield is 0.990.